From a dataset of Forward reaction prediction with 1.9M reactions from USPTO patents (1976-2016). Predict the product of the given reaction. Given the reactants [NH2:1][C:2]1[C:7]([C:8]2[O:12][N:11]=[C:10]([CH2:13][C:14]3[CH:19]=[CH:18][C:17]([OH:20])=[CH:16][CH:15]=3)[CH:9]=2)=[CH:6][CH:5]=[CH:4][N:3]=1.[OH-].[Na+].[CH:23]1([CH2:26]Br)[CH2:25][CH2:24]1.[I-].[Na+], predict the reaction product. The product is: [CH:23]1([CH2:26][O:20][C:17]2[CH:18]=[CH:19][C:14]([CH2:13][C:10]3[CH:9]=[C:8]([C:7]4[C:2]([NH2:1])=[N:3][CH:4]=[CH:5][CH:6]=4)[O:12][N:11]=3)=[CH:15][CH:16]=2)[CH2:25][CH2:24]1.